This data is from Forward reaction prediction with 1.9M reactions from USPTO patents (1976-2016). The task is: Predict the product of the given reaction. (1) Given the reactants [C@H:1]1([NH:11][C:12]([C@@H:14]2[CH2:23][C:22]3[C:17](=[CH:18][C:19](OS(C(F)(F)F)(=O)=O)=[CH:20][CH:21]=3)[CH2:16][N:15]2[C:32]([O:34][C:35]([CH3:38])([CH3:37])[CH3:36])=[O:33])=[O:13])[C:10]2[C:5](=[CH:6][CH:7]=[CH:8][CH:9]=2)[CH2:4][CH2:3][CH2:2]1.CS(C)=O.CCN(CC)CC, predict the reaction product. The product is: [C@H:1]1([NH:11][C:12]([C@@H:14]2[CH2:23][C:22]3[C:17](=[CH:18][C:19]([C:32]([O:34][CH3:35])=[O:33])=[CH:20][CH:21]=3)[CH2:16][N:15]2[C:32]([O:34][C:35]([CH3:36])([CH3:37])[CH3:38])=[O:33])=[O:13])[C:10]2[C:5](=[CH:6][CH:7]=[CH:8][CH:9]=2)[CH2:4][CH2:3][CH2:2]1. (2) Given the reactants [CH:1]1([CH:7]([C:9]2[C:17]3[C:12](=[CH:13][CH:14]=[CH:15][CH:16]=3)[N:11]([C:18]3[CH:23]=[CH:22][CH:21]=[CH:20][CH:19]=3)[N:10]=2)O)[CH2:6][CH2:5][CH2:4][CH2:3][CH2:2]1.N1C=CC=CC=1.S(Cl)([Cl:32])=O.C(=O)([O-])O.[Na+], predict the reaction product. The product is: [Cl:32][CH:7]([CH:1]1[CH2:6][CH2:5][CH2:4][CH2:3][CH2:2]1)[C:9]1[C:17]2[C:12](=[CH:13][CH:14]=[CH:15][CH:16]=2)[N:11]([C:18]2[CH:23]=[CH:22][CH:21]=[CH:20][CH:19]=2)[N:10]=1. (3) Given the reactants [H-].[H-].[H-].[H-].[Li+].[Al+3].[NH2:7][C:8]1[CH:16]=[CH:15][CH:14]=[C:13]([F:17])[C:9]=1[C:10](O)=[O:11], predict the reaction product. The product is: [NH2:7][C:8]1[CH:16]=[CH:15][CH:14]=[C:13]([F:17])[C:9]=1[CH2:10][OH:11]. (4) Given the reactants [CH2:1]([NH:3][C:4](=[O:12])[C:5]1[CH:10]=[CH:9][C:8](F)=[CH:7][CH:6]=1)[CH3:2].[CH3:13][CH:14]1[O:19][C:18]2[CH:20]=[CH:21][C:22]([O:24][CH:25]3[CH2:30][CH2:29][NH:28][CH2:27][CH2:26]3)=[CH:23][C:17]=2[NH:16][C:15]1=[O:31], predict the reaction product. The product is: [CH2:1]([NH:3][C:4](=[O:12])[C:5]1[CH:10]=[CH:9][C:8]([N:28]2[CH2:29][CH2:30][CH:25]([O:24][C:22]3[CH:21]=[CH:20][C:18]4[O:19][CH:14]([CH3:13])[C:15](=[O:31])[NH:16][C:17]=4[CH:23]=3)[CH2:26][CH2:27]2)=[CH:7][CH:6]=1)[CH3:2]. (5) Given the reactants COC1C=CC(P2(SP(C3C=CC(OC)=CC=3)(=S)S2)=[S:10])=CC=1.[CH2:23]([N:30]1[C:35](=O)[C:34]([C:37]2[CH:42]=[CH:41][C:40]([O:43][CH2:44][C:45]3[CH:50]=[CH:49][CH:48]=[CH:47][CH:46]=3)=[C:39]([F:51])[CH:38]=2)=[CH:33][N:32]=[CH:31]1)[C:24]1[CH:29]=[CH:28][CH:27]=[CH:26][CH:25]=1, predict the reaction product. The product is: [CH2:23]([N:30]1[C:35](=[S:10])[C:34]([C:37]2[CH:42]=[CH:41][C:40]([O:43][CH2:44][C:45]3[CH:50]=[CH:49][CH:48]=[CH:47][CH:46]=3)=[C:39]([F:51])[CH:38]=2)=[CH:33][N:32]=[CH:31]1)[C:24]1[CH:29]=[CH:28][CH:27]=[CH:26][CH:25]=1. (6) The product is: [F:15][C:16]1[CH:21]=[C:20]([O:22][CH3:23])[CH:19]=[CH:18][C:17]=1[O:1][CH:2]1[CH2:3][CH2:4][N:5]([C:8]([O:10][C:11]([CH3:14])([CH3:13])[CH3:12])=[O:9])[CH2:6][CH2:7]1. Given the reactants [OH:1][CH:2]1[CH2:7][CH2:6][N:5]([C:8]([O:10][C:11]([CH3:14])([CH3:13])[CH3:12])=[O:9])[CH2:4][CH2:3]1.[F:15][C:16]1[CH:21]=[C:20]([O:22][CH3:23])[CH:19]=[CH:18][C:17]=1O.C1(P(C2C=CC=CC=2)C2C=CC=CC=2)C=CC=CC=1.CCOC(/N=N/C(OCC)=O)=O, predict the reaction product.